The task is: Predict which catalyst facilitates the given reaction.. This data is from Catalyst prediction with 721,799 reactions and 888 catalyst types from USPTO. (1) Reactant: [Cl:1][CH2:2][CH2:3][CH2:4][O:5][C:6]1[C:7]([O:19][CH3:20])=[CH:8][C:9]([C:17]#[N:18])=[C:10]([N:12]=[CH:13][N:14](C)C)[CH:11]=1.N[C:22]1[NH:26][N:25]=[C:24]([CH2:27][C:28]([OH:30])=[O:29])[CH:23]=1.O. Product: [Cl:1][CH2:2][CH2:3][CH2:4][O:5][C:6]1[CH:11]=[C:10]2[C:9]([C:17]([NH:18][C:22]3[NH:26][N:25]=[C:24]([CH2:27][C:28]([OH:30])=[O:29])[CH:23]=3)=[N:14][CH:13]=[N:12]2)=[CH:8][C:7]=1[O:19][CH3:20]. The catalyst class is: 15. (2) Reactant: [Br:1][C:2]1[CH:10]=[CH:9][C:5]([C:6]([OH:8])=[O:7])=[C:4]([F:11])[CH:3]=1.S(Cl)(Cl)=O.[CH3:16]O. Product: [CH3:16][O:7][C:6](=[O:8])[C:5]1[CH:9]=[CH:10][C:2]([Br:1])=[CH:3][C:4]=1[F:11]. The catalyst class is: 825.